This data is from Reaction yield outcomes from USPTO patents with 853,638 reactions. The task is: Predict the reaction yield, written as a fraction of the theoretical maximum amount of product (1.0 means a 100% yield; for example, 0.34 means a 34% yield). (1) The reactants are Cl[C:2]1[N:3]([CH2:10][C@@:11]([CH3:32])([OH:31])[CH2:12][N:13]2[CH2:18][CH2:17][N:16]([N:19]=[CH:20][C:21]3[CH:26]=[CH:25][C:24]([C:27]([F:30])([F:29])[F:28])=[CH:23][CH:22]=3)[CH2:15][CH2:14]2)[CH:4]=[C:5]([N+:7]([O-:9])=[O:8])[N:6]=1.CN(C=O)C.[H-].[Na+]. The catalyst is O. The product is [CH3:32][C@@:11]1([CH2:12][N:13]2[CH2:18][CH2:17][N:16]([N:19]=[CH:20][C:21]3[CH:26]=[CH:25][C:24]([C:27]([F:30])([F:29])[F:28])=[CH:23][CH:22]=3)[CH2:15][CH2:14]2)[O:31][C:2]2=[N:6][C:5]([N+:7]([O-:9])=[O:8])=[CH:4][N:3]2[CH2:10]1. The yield is 0.690. (2) The reactants are [CH3:1][C:2]1([CH3:16])[C:6]([CH3:7])=[CH:5][CH2:4][CH:3]1[CH2:8][CH:9]=[CH:10][C:11]([O:13]CC)=[O:12].C1COCC1. The catalyst is [OH-].[Na+]. The product is [CH3:1][C:2]1([CH3:16])[C:6]([CH3:7])=[CH:5][CH2:4][CH:3]1[CH2:8][CH:9]=[CH:10][C:11]([OH:13])=[O:12]. The yield is 0.900. (3) The reactants are [CH2:1]([Li])CCC.[Cl:6][C:7]1[CH:11]=[C:10]([CH:12]=O)[NH:9][C:8]=1[C:14]([O:16][CH3:17])=[O:15]. The catalyst is [Br-].C[P+](C1C=CC=CC=1)(C1C=CC=CC=1)C1C=CC=CC=1.C1COCC1. The product is [Cl:6][C:7]1[CH:11]=[C:10]([CH:12]=[CH2:1])[NH:9][C:8]=1[C:14]([O:16][CH3:17])=[O:15]. The yield is 0.400.